This data is from Reaction yield outcomes from USPTO patents with 853,638 reactions. The task is: Predict the reaction yield, written as a fraction of the theoretical maximum amount of product (1.0 means a 100% yield; for example, 0.34 means a 34% yield). (1) The reactants are [Cl:1][C:2]1[CH:7]=[C:6]([CH2:8][N:9]2[C:14]([O:15][C:16]3[CH:17]=[C:18]([CH:21]=[C:22]([CH3:24])[CH:23]=3)[CH:19]=O)=[C:13]([CH:25]([CH3:27])[CH3:26])[C:12](=[O:28])[NH:11][C:10]2=[O:29])[CH:5]=[C:4]([NH:30][CH2:31][C:32]2[CH:37]=[CH:36][C:35]([O:38][CH3:39])=[CH:34][CH:33]=2)[N:3]=1.[C:40]([CH2:42]P(=O)(OCC)OCC)#[N:41].CC(C)([O-])C.[K+]. The catalyst is C1COCC1.CC(=O)OCC. The product is [Cl:1][C:2]1[CH:7]=[C:6]([CH2:8][N:9]2[C:14]([O:15][C:16]3[CH:17]=[C:18]([CH:19]=[CH:42][C:40]#[N:41])[CH:21]=[C:22]([CH3:24])[CH:23]=3)=[C:13]([CH:25]([CH3:27])[CH3:26])[C:12](=[O:28])[NH:11][C:10]2=[O:29])[CH:5]=[C:4]([NH:30][CH2:31][C:32]2[CH:33]=[CH:34][C:35]([O:38][CH3:39])=[CH:36][CH:37]=2)[N:3]=1. The yield is 0.700. (2) The reactants are [C:1]([O:5][C:6]([N:8]1[CH2:13][CH2:12][N:11]([C:14]([O:16][C:17]([CH3:20])([CH3:19])[CH3:18])=[O:15])[CH2:10][C@@H:9]1[CH:21](O)[C:22]1[CH:27]=[CH:26][CH:25]=[CH:24][CH:23]=1)=[O:7])([CH3:4])([CH3:3])[CH3:2].C(N(S(F)(F)[F:35])CC)C. The catalyst is C(Cl)(Cl)Cl. The product is [C:1]([O:5][C:6]([N:8]1[CH2:13][CH2:12][N:11]([C:14]([O:16][C:17]([CH3:20])([CH3:19])[CH3:18])=[O:15])[CH2:10][C@@H:9]1[CH:21]([F:35])[C:22]1[CH:27]=[CH:26][CH:25]=[CH:24][CH:23]=1)=[O:7])([CH3:4])([CH3:3])[CH3:2]. The yield is 0.400. (3) The product is [NH2:8][CH2:9][CH2:10][NH:11][C@:12]12[CH2:47][CH2:46][C@@H:45]([C:48]([CH3:50])=[CH2:49])[C@@H:13]1[C@@H:14]1[C@@:27]([CH3:30])([CH2:28][CH2:29]2)[C@@:26]2([CH3:31])[C@@H:17]([C@:18]3([CH3:44])[C@@H:23]([CH2:24][CH2:25]2)[C:22]([CH3:33])([CH3:32])[C:21]([C:34]2[CH:35]=[CH:36][C:37]([C:38]([OH:40])=[O:39])=[CH:42][CH:43]=2)=[CH:20][CH2:19]3)[CH2:16][CH2:15]1. The reactants are C(OC([NH:8][CH2:9][CH2:10][NH:11][C@:12]12[CH2:47][CH2:46][C@@H:45]([C:48]([CH3:50])=[CH2:49])[C@@H:13]1[C@@H:14]1[C@@:27]([CH3:30])([CH2:28][CH2:29]2)[C@@:26]2([CH3:31])[C@@H:17]([C@:18]3([CH3:44])[C@@H:23]([CH2:24][CH2:25]2)[C:22]([CH3:33])([CH3:32])[C:21]([C:34]2[CH:43]=[CH:42][C:37]([C:38]([O:40]C)=[O:39])=[CH:36][CH:35]=2)=[CH:20][CH2:19]3)[CH2:16][CH2:15]1)=O)(C)(C)C.Cl. The catalyst is O1CCOCC1. The yield is 1.00. (4) The reactants are [CH3:1][O:2][C:3]1[CH:4]=[C:5](B(O)O)[CH:6]=[C:7]([O:11][CH3:12])[C:8]=1[O:9][CH3:10].C(=O)([O-])[O-].[Na+].[Na+].Cl[C:23]1[CH:28]=[CH:27][C:26]([Cl:29])=[CH:25][N:24]=1. The catalyst is O. The product is [Cl:29][C:26]1[CH:27]=[CH:28][C:23]([C:5]2[CH:4]=[C:3]([O:2][CH3:1])[C:8]([O:9][CH3:10])=[C:7]([O:11][CH3:12])[CH:6]=2)=[N:24][CH:25]=1. The yield is 0.730. (5) The reactants are [CH3:1][C:2]([O:5][C:6]([N:8]1[CH2:13][CH2:12][CH:11]([CH2:14][C:15]2[CH:16]=[C:17]([C:21]([NH:23][CH2:24][C:25]3[CH:26]=[CH:27][C:28]([F:55])=[C:29]([C:31]4[CH:36]=[CH:35][CH:34]=[C:33]([CH2:37][N:38]5[CH2:43][CH2:42][N:41](C(OCC6C=CC=CC=6)=O)[C@@H:40]([CH3:54])[CH2:39]5)[CH:32]=4)[CH:30]=3)=[O:22])[CH:18]=[CH:19][CH:20]=2)[CH2:10][CH2:9]1)=[O:7])([CH3:4])[CH3:3]. The catalyst is CO.[Pd]. The product is [F:55][C:28]1[C:29]([C:31]2[CH:36]=[CH:35][CH:34]=[C:33]([CH2:37][N:38]3[CH2:43][CH2:42][NH:41][C@@H:40]([CH3:54])[CH2:39]3)[CH:32]=2)=[CH:30][C:25]([CH2:24][NH:23][C:21]([C:17]2[CH:16]=[C:15]([CH2:14][CH:11]3[CH2:10][CH2:9][N:8]([C:6]([O:5][C:2]([CH3:1])([CH3:4])[CH3:3])=[O:7])[CH2:13][CH2:12]3)[CH:20]=[CH:19][CH:18]=2)=[O:22])=[CH:26][CH:27]=1. The yield is 0.350. (6) The reactants are C(O)(C(F)(F)F)=O.[NH2:8][CH2:9][CH2:10][NH:11][C:12](=[O:19])[C:13]1[CH:18]=[CH:17][CH:16]=[N:15][CH:14]=1.[C:20](O)(=[O:40])[CH2:21][CH2:22][CH2:23]/[CH:24]=[CH:25]\[CH2:26]/[CH:27]=[CH:28]\[CH2:29]/[CH:30]=[CH:31]\[CH2:32]/[CH:33]=[CH:34]\[CH2:35]/[CH:36]=[CH:37]\[CH2:38][CH3:39].CN(C(ON1N=NC2C=CC=NC1=2)=[N+](C)C)C.F[P-](F)(F)(F)(F)F.CCN(C(C)C)C(C)C. The catalyst is CC#N.CCOC(C)=O. The product is [C:20]([NH:8][CH2:9][CH2:10][NH:11][C:12](=[O:19])[C:13]1[CH:18]=[CH:17][CH:16]=[N:15][CH:14]=1)(=[O:40])[CH2:21][CH2:22][CH2:23]/[CH:24]=[CH:25]\[CH2:26]/[CH:27]=[CH:28]\[CH2:29]/[CH:30]=[CH:31]\[CH2:32]/[CH:33]=[CH:34]\[CH2:35]/[CH:36]=[CH:37]\[CH2:38][CH3:39]. The yield is 0.620. (7) The reactants are [CH3:1][C:2]1[C:6]([C:7]([O:9][CH3:10])=[O:8])=[CH:5][NH:4][N:3]=1.[H-].[Na+].Cl[C:14]1[CH:19]=[CH:18][C:17]([C:20](F)(F)F)=CN=1.[Cl-].[NH4+].[CH3:26]N(C)C=O. No catalyst specified. The product is [CH3:1][C:2]1[C:6]([C:7]([O:9][CH3:10])=[O:8])=[CH:5][N:4]([C:17]2[CH:18]=[CH:19][CH:14]=[CH:26][CH:20]=2)[N:3]=1. The yield is 0.310. (8) The reactants are [O:1]1[C:5]2[CH:6]=[CH:7][C:8]([C:10]3([C:13]([NH:15][C:16]4[CH:17]=[C:18]5[C:22](=[CH:23][C:24]=4[F:25])[NH:21][CH:20]([C:26]([CH3:29])([CH3:28])[CH3:27])[CH2:19]5)=[O:14])[CH2:12][CH2:11]3)=[CH:9][C:4]=2[O:3][CH2:2]1.[O:30]1[CH2:35][CH2:34][CH2:33][CH:32]([CH:36]=O)[CH2:31]1.[BH-](OC(C)=O)(OC(C)=O)OC(C)=O.[Na+]. The catalyst is ClCCl. The product is [O:1]1[C:5]2[CH:6]=[CH:7][C:8]([C:10]3([C:13]([NH:15][C:16]4[CH:17]=[C:18]5[C:22](=[CH:23][C:24]=4[F:25])[N:21]([CH2:36][CH:32]4[CH2:33][CH2:34][CH2:35][O:30][CH2:31]4)[CH:20]([C:26]([CH3:29])([CH3:28])[CH3:27])[CH2:19]5)=[O:14])[CH2:12][CH2:11]3)=[CH:9][C:4]=2[O:3][CH2:2]1. The yield is 0.500.